The task is: Regression. Given two drug SMILES strings and cell line genomic features, predict the synergy score measuring deviation from expected non-interaction effect.. This data is from NCI-60 drug combinations with 297,098 pairs across 59 cell lines. Drug 1: CN(C)N=NC1=C(NC=N1)C(=O)N. Drug 2: CCN(CC)CCCC(C)NC1=C2C=C(C=CC2=NC3=C1C=CC(=C3)Cl)OC. Cell line: COLO 205. Synergy scores: CSS=42.1, Synergy_ZIP=2.12, Synergy_Bliss=1.57, Synergy_Loewe=-36.4, Synergy_HSA=2.74.